Dataset: Peptide-MHC class I binding affinity with 185,985 pairs from IEDB/IMGT. Task: Regression. Given a peptide amino acid sequence and an MHC pseudo amino acid sequence, predict their binding affinity value. This is MHC class I binding data. The peptide sequence is QQQQQQQQK. The MHC is HLA-A03:01 with pseudo-sequence HLA-A03:01. The binding affinity (normalized) is 0.293.